Task: Predict the reactants needed to synthesize the given product.. Dataset: Full USPTO retrosynthesis dataset with 1.9M reactions from patents (1976-2016) (1) The reactants are: [NH2:1][CH2:2][CH2:3][CH2:4][CH2:5][OH:6].[O-2].[Mg+2].O.[C:10]1([S:16](Cl)(=[O:18])=[O:17])[CH:15]=[CH:14][CH:13]=[CH:12][CH:11]=1.C1[CH2:24][O:23][CH2:22]C1. Given the product [CH3:22][O:23][CH2:24][O:6][CH2:5][CH2:4][CH2:3][CH2:2][NH:1][S:16]([C:10]1[CH:15]=[CH:14][CH:13]=[CH:12][CH:11]=1)(=[O:18])=[O:17], predict the reactants needed to synthesize it. (2) Given the product [CH2:21]([O:23][C:9](=[O:17])[CH2:8][C:7]1[C:2]([CH3:1])=[N:3][CH:4]=[CH:5][CH:6]=1)[CH3:22], predict the reactants needed to synthesize it. The reactants are: [CH3:1][C:2]1[C:7]([CH2:8][C:9]#N)=[CH:6][CH:5]=[CH:4][N:3]=1.S(=O)(=O)(O)O.C(=O)(O)[O-:17].[Na+].[CH2:21]([OH:23])[CH3:22].